Dataset: Catalyst prediction with 721,799 reactions and 888 catalyst types from USPTO. Task: Predict which catalyst facilitates the given reaction. (1) Reactant: [Cl:1][C:2]1[C:3]([O:14][CH2:15][C:16]2[CH:21]=[CH:20][C:19]([O:22][CH3:23])=[CH:18][CH:17]=2)=[CH:4][C:5]([OH:13])=[C:6]([CH:12]=1)[C:7]([O:9]CC)=[O:8].Cl. Product: [Cl:1][C:2]1[C:3]([O:14][CH2:15][C:16]2[CH:21]=[CH:20][C:19]([O:22][CH3:23])=[CH:18][CH:17]=2)=[CH:4][C:5]([OH:13])=[C:6]([CH:12]=1)[C:7]([OH:9])=[O:8]. The catalyst class is: 40. (2) Reactant: CC([N:5]([CH2:9][CH:10]([N:18]([C:28]([C:30]1[S:31][CH:32]=[C:33]([Br:35])[CH:34]=1)=[O:29])[O:19]C(C1SC=C(Br)C=1)=O)[CH2:11][C:12]1[CH:17]=[CH:16][CH:15]=[CH:14][CH:13]=1)[C:6](=[O:8])[O-:7])(C)C.C([O-])([O-])=O.[K+].[K+]. Product: [Br:35][C:33]1[CH:34]=[C:30]([C:28]([N:18]([OH:19])[CH:10]([CH2:11][C:12]2[CH:13]=[CH:14][CH:15]=[CH:16][CH:17]=2)[CH2:9][NH:5][C:6](=[O:8])[O:7][C:12]([CH3:17])([CH3:13])[CH3:11])=[O:29])[S:31][CH:32]=1. The catalyst class is: 5.